This data is from Forward reaction prediction with 1.9M reactions from USPTO patents (1976-2016). The task is: Predict the product of the given reaction. (1) Given the reactants [NH2:1][C:2]1[CH:9]=[CH:8][C:7]([Br:10])=[CH:6][C:3]=1[CH2:4][OH:5], predict the reaction product. The product is: [NH2:1][C:2]1[CH:9]=[CH:8][C:7]([Br:10])=[CH:6][C:3]=1[CH:4]=[O:5]. (2) Given the reactants C(N(CC)CC)C.[F:8][C:9]([F:21])([F:20])[C:10]1[CH:15]=[CH:14][C:13]([S:16](Cl)(=[O:18])=[O:17])=[CH:12][CH:11]=1.Cl.[OH:23][C@H:24]1[CH2:28][NH:27][C@H:26]([C:29]([O:31][CH3:32])=[O:30])[CH2:25]1, predict the reaction product. The product is: [OH:23][C@H:24]1[CH2:28][N:27]([S:16]([C:13]2[CH:14]=[CH:15][C:10]([C:9]([F:21])([F:20])[F:8])=[CH:11][CH:12]=2)(=[O:18])=[O:17])[C@H:26]([C:29]([O:31][CH3:32])=[O:30])[CH2:25]1. (3) Given the reactants Br[C:2]1[CH:3]=[CH:4][C:5]([F:18])=[C:6]([S:8][CH:9]2[CH2:13][CH2:12][CH:11]([C:14]([O:16][CH3:17])=[O:15])[CH2:10]2)[CH:7]=1.[C:19](=[O:22])([O-])[O-].[Na+].[Na+].CC1(C)C2C(=C(P(C3C=CC=CC=3)C3C=CC=CC=3)C=CC=2)OC2C(P(C3C=CC=CC=3)C3C=CC=CC=3)=CC=CC1=2.[C]=O.[Cl:69][C:70]1[CH:71]=[C:72]([CH:74]=[CH:75][C:76]=1[F:77])[NH2:73], predict the reaction product. The product is: [Cl:69][C:70]1[CH:71]=[C:72]([NH:73][C:19]([C:2]2[CH:3]=[CH:4][C:5]([F:18])=[C:6]([S:8][CH:9]3[CH2:13][CH2:12][CH:11]([C:14]([O:16][CH3:17])=[O:15])[CH2:10]3)[CH:7]=2)=[O:22])[CH:74]=[CH:75][C:76]=1[F:77]. (4) The product is: [NH2:33][C:14]1[N:13]=[C:12]([O:11][CH2:7][CH2:8][CH2:9][CH3:10])[N:20]=[C:19]2[C:15]=1[NH:16][C:17](=[O:31])[N:18]2[CH2:21][CH2:22][CH2:23][CH2:24][CH:25]1[CH2:30][CH2:29][N:28]([CH:2]([CH2:5][CH3:6])[CH2:3][CH3:4])[CH2:27][CH2:26]1. Given the reactants Br[CH:2]([CH2:5][CH3:6])[CH2:3][CH3:4].[CH2:7]([O:11][C:12]1[N:20]=[C:19]2[C:15]([N:16]=[C:17]([O:31]C)[N:18]2[CH2:21][CH2:22][CH2:23][CH2:24][CH:25]2[CH2:30][CH2:29][NH:28][CH2:27][CH2:26]2)=[C:14]([NH2:33])[N:13]=1)[CH2:8][CH2:9][CH3:10].CCN(C(C)C)C(C)C.C(=O)([O-])[O-].[K+].[K+], predict the reaction product. (5) Given the reactants C(O[C:6]([C:8]1[N:9]=[C:10]([Cl:23])[C:11]2[C:16]([C:17]=1[OH:18])=[CH:15][CH:14]=[C:13]([O:19][CH:20]([CH3:22])[CH3:21])[CH:12]=2)=[O:7])CCC.[CH3:24][N:25]([CH3:29])[CH2:26][CH2:27][NH2:28], predict the reaction product. The product is: [CH3:24][N:25]([CH3:29])[CH2:26][CH2:27][NH:28][C:6]([C:8]1[N:9]=[C:10]([Cl:23])[C:11]2[C:16]([C:17]=1[OH:18])=[CH:15][CH:14]=[C:13]([O:19][CH:20]([CH3:21])[CH3:22])[CH:12]=2)=[O:7]. (6) Given the reactants [C:1]([O:5][C:6]([NH:8][C:9]1[CH:10]=[CH:11][C:12]([CH2:16][CH2:17][N:18]2[C:23]3[N:24]=[C:25]([NH:28][CH3:29])[N:26]=[CH:27][C:22]=3[CH:21]=[C:20]([C:30]3[C:35]([Cl:36])=[C:34]([O:37][CH3:38])[CH:33]=[C:32]([O:39][CH3:40])[C:31]=3[Cl:41])[C:19]2=[O:42])=[N+:13]([O-])[CH:14]=1)=[O:7])([CH3:4])([CH3:3])[CH3:2], predict the reaction product. The product is: [Cl:36][C:35]1[C:34]([O:37][CH3:38])=[CH:33][C:32]([O:39][CH3:40])=[C:31]([Cl:41])[C:30]=1[C:20]1[C:19](=[O:42])[N:18]([CH2:17][CH2:16][C:12]2[N:13]=[CH:14][C:9]([NH:8][C:6](=[O:7])[O:5][C:1]([CH3:3])([CH3:2])[CH3:4])=[CH:10][CH:11]=2)[C:23]2[N:24]=[C:25]([NH:28][CH3:29])[N:26]=[CH:27][C:22]=2[CH:21]=1. (7) Given the reactants [NH:1]([CH2:8][C:9]([NH:11][C:12]1[CH:17]=[CH:16][C:15]([C:18]2[CH:23]=[CH:22][N:21]=[CH:20][CH:19]=2)=[CH:14][CH:13]=1)=[O:10])[C:2]1[CH:7]=[CH:6][CH:5]=[CH:4][CH:3]=1.N1C=CC=CC=1.[CH3:30][S:31](Cl)(=[O:33])=[O:32].O, predict the reaction product. The product is: [CH3:30][S:31]([N:1]([C:2]1[CH:7]=[CH:6][CH:5]=[CH:4][CH:3]=1)[CH2:8][C:9]([NH:11][C:12]1[CH:17]=[CH:16][C:15]([C:18]2[CH:19]=[CH:20][N:21]=[CH:22][CH:23]=2)=[CH:14][CH:13]=1)=[O:10])(=[O:33])=[O:32].